This data is from Forward reaction prediction with 1.9M reactions from USPTO patents (1976-2016). The task is: Predict the product of the given reaction. (1) Given the reactants [CH3:1][O:2][C:3]1[CH:11]=[C:10]2[C:6]([CH2:7][CH2:8][C:9]2=[O:12])=[CH:5][C:4]=1[N:13]1[CH2:18][CH2:17][O:16][CH2:15][CH2:14]1.[CH:19](=O)[C:20]1[CH:25]=[CH:24][CH:23]=[N:22][CH:21]=1.[OH-].[Na+], predict the reaction product. The product is: [CH3:1][O:2][C:3]1[CH:11]=[C:10]2[C:6]([CH2:7]/[C:8](=[CH:19]\[C:20]3[CH:21]=[N:22][CH:23]=[CH:24][CH:25]=3)/[C:9]2=[O:12])=[CH:5][C:4]=1[N:13]1[CH2:14][CH2:15][O:16][CH2:17][CH2:18]1. (2) Given the reactants [CH3:1][O:2][C:3]1[CH:10]=[CH:9][CH:8]=[C:7]([O:11][CH3:12])[C:4]=1[CH2:5][NH2:6].[CH3:13][O:14][C:15]([CH2:17][C@@H:18]([CH2:38][CH:39]([CH3:41])[CH3:40])[C:19]([NH:21][CH:22]([C:26]1[CH:31]=[CH:30][C:29]([C:32]2[CH:37]=[CH:36][CH:35]=[CH:34][CH:33]=2)=[CH:28][CH:27]=1)[C:23](O)=[O:24])=[O:20])=[O:16].C(Cl)CCl.C1C=CC2N(O)N=NC=2C=1.CN1CCOCC1, predict the reaction product. The product is: [CH3:12][O:11][C:7]1[CH:8]=[CH:9][CH:10]=[C:3]([O:2][CH3:1])[C:4]=1[CH2:5][NH:6][C:23]([CH:22]([C:26]1[CH:31]=[CH:30][C:29]([C:32]2[CH:33]=[CH:34][CH:35]=[CH:36][CH:37]=2)=[CH:28][CH:27]=1)[NH:21][C:19]([C@H:18]([CH2:38][CH:39]([CH3:41])[CH3:40])[CH2:17][C:15]([O:14][CH3:13])=[O:16])=[O:20])=[O:24].